The task is: Predict which catalyst facilitates the given reaction.. This data is from Catalyst prediction with 721,799 reactions and 888 catalyst types from USPTO. (1) Reactant: [C:1]([NH:9][C:10]1[C:11](=[O:27])[N:12]([C@@H:16]([CH2:20][C:21]2[CH:26]=[CH:25][CH:24]=[CH:23][CH:22]=2)[C:17](O)=[O:18])[CH:13]=[CH:14][CH:15]=1)(=[O:8])[C:2]1[CH:7]=[CH:6][CH:5]=[CH:4][CH:3]=1.[C:28]([O:32][C:33](=[O:41])[CH2:34][CH:35]([NH2:40])[CH:36]([OH:39])[CH2:37][F:38])([CH3:31])([CH3:30])[CH3:29].C1C=CC2N(O)N=NC=2C=1.C(Cl)CCl. Product: [C:28]([O:32][C:33](=[O:41])[CH2:34][CH:35]([NH:40][C:17](=[O:18])[C@@H:16]([N:12]1[CH:13]=[CH:14][CH:15]=[C:10]([NH:9][C:1](=[O:8])[C:2]2[CH:3]=[CH:4][CH:5]=[CH:6][CH:7]=2)[C:11]1=[O:27])[CH2:20][C:21]1[CH:26]=[CH:25][CH:24]=[CH:23][CH:22]=1)[CH:36]([OH:39])[CH2:37][F:38])([CH3:31])([CH3:29])[CH3:30]. The catalyst class is: 251. (2) Reactant: C(=O)([O-])[O-].[K+].[K+].[CH3:7][O:8][N:9]=[C:10]([CH2:16][C:17](=[O:19])[CH3:18])[C:11]([O:13][CH2:14][CH3:15])=[O:12].[F:20][C:21]1[CH:28]=[CH:27][C:24]([CH2:25]Br)=[CH:23][CH:22]=1. Product: [F:20][C:21]1[CH:28]=[CH:27][C:24]([CH2:25][CH:16]([C:17](=[O:19])[CH3:18])[C:10](=[N:9][O:8][CH3:7])[C:11]([O:13][CH2:14][CH3:15])=[O:12])=[CH:23][CH:22]=1. The catalyst class is: 255. (3) Reactant: [Cl:1][C:2]1[C:3](Cl)=[N:4][CH:5]=[C:6]([CH:10]=1)[C:7]([OH:9])=[O:8].[CH3:12][OH:13]. Product: [Cl:1][C:2]1[C:3]([O:13][CH3:12])=[N:4][CH:5]=[C:6]([CH:10]=1)[C:7]([OH:9])=[O:8]. The catalyst class is: 6. (4) Reactant: [Si]([O:8][CH2:9][CH:10]([S:12][C:13]1[S:17][C:16]([NH:18][C:19]([N:21]2[C:37]3[C:32](=[CH:33][C:34]([Cl:38])=[CH:35][CH:36]=3)[C:23]3([CH2:27][CH2:26][N:25]([C:28]([O:30][CH3:31])=[O:29])[CH2:24]3)[CH2:22]2)=[O:20])=[N:15][CH:14]=1)[CH3:11])(C(C)(C)C)(C)C.[F-].C([N+](CCCC)(CCCC)CCCC)CCC. Product: [Cl:38][C:34]1[CH:33]=[C:32]2[C:23]3([CH2:27][CH2:26][N:25]([C:28]([O:30][CH3:31])=[O:29])[CH2:24]3)[CH2:22][N:21]([C:19](=[O:20])[NH:18][C:16]3[S:17][C:13]([S:12][CH:10]([CH3:11])[CH2:9][OH:8])=[CH:14][N:15]=3)[C:37]2=[CH:36][CH:35]=1. The catalyst class is: 7. (5) Reactant: C([O:8][CH2:9][N:10]([CH2:39][CH2:40][O:41][CH3:42])[C:11](=[O:38])[CH2:12][N:13]1[CH2:19][C:18]2[CH:20]=[CH:21][CH:22]=[CH:23][C:17]=2[N:16]([C:24]([C:26]2[CH:27]=[N:28][C:29]([N:32]3[CH:36]=[CH:35][CH:34]=[N:33]3)=[CH:30][CH:31]=2)=[O:25])[CH2:15][C:14]1=[O:37])C1C=CC=CC=1.FC(F)(F)C(O)=O.O.[OH-].[Na+]. Product: [CH3:42][O:41][CH2:40][CH2:39][NH:10][C:11](=[O:38])[CH2:12][N:13]1[CH2:19][C:18]2[CH:20]=[CH:21][CH:22]=[CH:23][C:17]=2[N:16]([C:24]([C:26]2[CH:27]=[N:28][C:29]([N:32]3[CH:36]=[CH:35][CH:34]=[N:33]3)=[CH:30][CH:31]=2)=[O:25])[CH2:15][C:14]1=[O:37].[OH:8][CH2:9][N:10]([CH2:39][CH2:40][O:41][CH3:42])[C:11](=[O:38])[CH2:12][N:13]1[CH2:19][C:18]2[CH:20]=[CH:21][CH:22]=[CH:23][C:17]=2[N:16]([C:24]([C:26]2[CH:27]=[N:28][C:29]([N:32]3[CH:36]=[CH:35][CH:34]=[N:33]3)=[CH:30][CH:31]=2)=[O:25])[CH2:15][C:14]1=[O:37]. The catalyst class is: 96. (6) Reactant: [NH2:1][C@H:2]([C:5]1[N:14]([C:15]2[CH:20]=[CH:19][CH:18]=[C:17]([CH2:21][C:22]([F:25])([F:24])[F:23])[CH:16]=2)[C:13](=[O:26])[C:12]2[C:7](=[CH:8][CH:9]=[CH:10][C:11]=2[F:27])[N:6]=1)[CH2:3][CH3:4].Cl[C:29]1[CH:34]=[CH:33][N:32]=[C:31]2[NH:35][CH:36]=[CH:37][C:30]=12.C(N(C(C)C)CC)(C)C. Product: [NH:35]1[C:31]2=[N:32][CH:33]=[CH:34][C:29]([NH:1][C@H:2]([C:5]3[N:14]([C:15]4[CH:20]=[CH:19][CH:18]=[C:17]([CH2:21][C:22]([F:25])([F:23])[F:24])[CH:16]=4)[C:13](=[O:26])[C:12]4[C:7](=[CH:8][CH:9]=[CH:10][C:11]=4[F:27])[N:6]=3)[CH2:3][CH3:4])=[C:30]2[CH:37]=[CH:36]1. The catalyst class is: 218.